From a dataset of Peptide-MHC class I binding affinity with 185,985 pairs from IEDB/IMGT. Regression. Given a peptide amino acid sequence and an MHC pseudo amino acid sequence, predict their binding affinity value. This is MHC class I binding data. (1) The peptide sequence is DPSMLRTTA. The MHC is HLA-B15:01 with pseudo-sequence HLA-B15:01. The binding affinity (normalized) is 0.0847. (2) The peptide sequence is NIVTDLENRL. The MHC is HLA-A02:02 with pseudo-sequence HLA-A02:02. The binding affinity (normalized) is 0.486. (3) The peptide sequence is FILIFNIIV. The MHC is HLA-A02:01 with pseudo-sequence HLA-A02:01. The binding affinity (normalized) is 0.892. (4) The peptide sequence is HHIWQNLL. The MHC is HLA-A11:01 with pseudo-sequence HLA-A11:01. The binding affinity (normalized) is 0.